Dataset: TCR-epitope binding with 47,182 pairs between 192 epitopes and 23,139 TCRs. Task: Binary Classification. Given a T-cell receptor sequence (or CDR3 region) and an epitope sequence, predict whether binding occurs between them. (1) The epitope is YVFCTVNAL. The TCR CDR3 sequence is CASSLTPGTDLNTEAFF. Result: 0 (the TCR does not bind to the epitope). (2) The epitope is TPINLVRDL. The TCR CDR3 sequence is CSVEGKPSGSYNEQFF. Result: 1 (the TCR binds to the epitope). (3) Result: 0 (the TCR does not bind to the epitope). The TCR CDR3 sequence is CASSLTQGGNTIYF. The epitope is FLKEKGGL. (4) The epitope is GILGFVFTL. The TCR CDR3 sequence is CASSLAGEVNEQFF. Result: 1 (the TCR binds to the epitope). (5) The epitope is FLKEKGGL. The TCR CDR3 sequence is CASSELAGLGTEAFF. Result: 1 (the TCR binds to the epitope). (6) The epitope is HPKVSSEVHI. The TCR CDR3 sequence is CASSLIQREQYF. Result: 0 (the TCR does not bind to the epitope).